This data is from Peptide-MHC class II binding affinity with 134,281 pairs from IEDB. The task is: Regression. Given a peptide amino acid sequence and an MHC pseudo amino acid sequence, predict their binding affinity value. This is MHC class II binding data. (1) The peptide sequence is PLHLRYYRITYGETG. The MHC is DRB1_0301 with pseudo-sequence DRB1_0301. The binding affinity (normalized) is 0.136. (2) The peptide sequence is GKWKIIYFYPKDFTFVCPTE. The MHC is DRB1_1502 with pseudo-sequence DRB1_1502. The binding affinity (normalized) is 0.723. (3) The peptide sequence is VRVEILRNFYFINRL. The MHC is DRB1_1101 with pseudo-sequence DRB1_1101. The binding affinity (normalized) is 0.425. (4) The peptide sequence is YDKFLMNVSTVLTGK. The MHC is DRB1_0101 with pseudo-sequence DRB1_0101. The binding affinity (normalized) is 0.822. (5) The peptide sequence is AAPLSWSKDIYNYME. The MHC is DRB1_1501 with pseudo-sequence DRB1_1501. The binding affinity (normalized) is 0.422.